Dataset: NCI-60 drug combinations with 297,098 pairs across 59 cell lines. Task: Regression. Given two drug SMILES strings and cell line genomic features, predict the synergy score measuring deviation from expected non-interaction effect. (1) Drug 1: COC1=CC(=CC(=C1O)OC)C2C3C(COC3=O)C(C4=CC5=C(C=C24)OCO5)OC6C(C(C7C(O6)COC(O7)C8=CC=CS8)O)O. Drug 2: CC1=CC=C(C=C1)C2=CC(=NN2C3=CC=C(C=C3)S(=O)(=O)N)C(F)(F)F. Cell line: T-47D. Synergy scores: CSS=36.8, Synergy_ZIP=-10.9, Synergy_Bliss=-2.90, Synergy_Loewe=-9.56, Synergy_HSA=-0.174. (2) Drug 1: C1CCC(C1)C(CC#N)N2C=C(C=N2)C3=C4C=CNC4=NC=N3. Drug 2: CC1=C2C(C(=O)C3(C(CC4C(C3C(C(C2(C)C)(CC1OC(=O)C(C(C5=CC=CC=C5)NC(=O)C6=CC=CC=C6)O)O)OC(=O)C7=CC=CC=C7)(CO4)OC(=O)C)O)C)OC(=O)C. Cell line: SF-539. Synergy scores: CSS=51.1, Synergy_ZIP=-0.532, Synergy_Bliss=1.79, Synergy_Loewe=-23.7, Synergy_HSA=3.06. (3) Drug 1: CS(=O)(=O)CCNCC1=CC=C(O1)C2=CC3=C(C=C2)N=CN=C3NC4=CC(=C(C=C4)OCC5=CC(=CC=C5)F)Cl. Drug 2: C1CN(P(=O)(OC1)NCCCl)CCCl. Cell line: HOP-62. Synergy scores: CSS=-0.243, Synergy_ZIP=-3.56, Synergy_Bliss=-4.62, Synergy_Loewe=-5.53, Synergy_HSA=-2.70. (4) Drug 1: CC1=C(C=C(C=C1)NC2=NC=CC(=N2)N(C)C3=CC4=NN(C(=C4C=C3)C)C)S(=O)(=O)N.Cl. Drug 2: CC12CCC3C(C1CCC2OP(=O)(O)O)CCC4=C3C=CC(=C4)OC(=O)N(CCCl)CCCl.[Na+]. Cell line: CAKI-1. Synergy scores: CSS=34.1, Synergy_ZIP=3.74, Synergy_Bliss=1.71, Synergy_Loewe=-0.186, Synergy_HSA=3.65.